Predict the product of the given reaction. From a dataset of Forward reaction prediction with 1.9M reactions from USPTO patents (1976-2016). (1) The product is: [CH3:17][NH:16][C:4]1[CH:3]=[C:2]([B:18]2[O:22][C:21]([CH3:24])([CH3:23])[C:20]([CH3:26])([CH3:25])[O:19]2)[CH:7]=[CH:6][C:5]=1[C:8]([N:10]1[CH2:15][CH2:14][O:13][CH2:12][CH2:11]1)=[O:9]. Given the reactants Br[C:2]1[CH:7]=[CH:6][C:5]([C:8]([N:10]2[CH2:15][CH2:14][O:13][CH2:12][CH2:11]2)=[O:9])=[C:4]([NH:16][CH3:17])[CH:3]=1.[B:18]1([B:18]2[O:22][C:21]([CH3:24])([CH3:23])[C:20]([CH3:26])([CH3:25])[O:19]2)[O:22][C:21]([CH3:24])([CH3:23])[C:20]([CH3:26])([CH3:25])[O:19]1.CC([O-])=O.[K+], predict the reaction product. (2) Given the reactants [CH3:1][O:2][C:3]1[CH:4]=[C:5]2[C:10](=[CH:11][C:12]=1[O:13][CH3:14])[N:9]=[C:8]([C:15]1[CH:20]=[CH:19][C:18]([F:21])=[CH:17][CH:16]=1)[N:7]=[C:6]2[C:22](O)=[O:23].Cl.[F:26][C:27]1[CH:28]=[C:29]2[C:34](=[CH:35][CH:36]=1)[CH2:33][NH:32][CH2:31][CH2:30]2, predict the reaction product. The product is: [CH3:1][O:2][C:3]1[CH:4]=[C:5]2[C:10](=[CH:11][C:12]=1[O:13][CH3:14])[N:9]=[C:8]([C:15]1[CH:20]=[CH:19][C:18]([F:21])=[CH:17][CH:16]=1)[N:7]=[C:6]2[C:22]([N:32]1[CH2:31][CH2:30][C:29]2[C:34](=[CH:35][CH:36]=[C:27]([F:26])[CH:28]=2)[CH2:33]1)=[O:23]. (3) The product is: [CH3:7][O:8][C:9]1[CH:17]=[CH:16][C:12]([C:13]2[N:23]([C:24]3[CH:25]=[CH:26][C:27]([O:30][CH3:31])=[CH:28][CH:29]=3)[N:22]=[C:20]([C:19]([F:18])([F:32])[F:33])[N:21]=2)=[CH:11][N:10]=1. Given the reactants C(Cl)(=O)C(Cl)=O.[CH3:7][O:8][C:9]1[CH:17]=[CH:16][C:12]([C:13](O)=O)=[CH:11][N:10]=1.[F:18][C:19]([F:33])([F:32])[C:20](=[N:22][NH:23][C:24]1[CH:29]=[CH:28][C:27]([O:30][CH3:31])=[CH:26][CH:25]=1)[NH2:21].N1C=CC=CC=1, predict the reaction product. (4) Given the reactants COC1C=CC(N=CC2C=CC(C#N)=CC=2)=CC=1.[CH:19](=[N:26][C:27]1[CH:34]=[CH:33][C:30]([C:31]#[N:32])=[CH:29][CH:28]=1)[C:20]1[CH:25]=[CH:24][CH:23]=[CH:22][CH:21]=1.F[C:36]1[CH:41]=[CH:40][C:39]([CH:42]([OH:60])[CH2:43][CH2:44][CH2:45][C:46](N2C(C3C=CC=CC=3)COC2=O)=[O:47])=[CH:38][CH:37]=1.C1(C(O)CCCC(N2C(C3C=CC=CC=3)COC2=O)=O)C=CC=CC=1, predict the reaction product. The product is: [NH2:32][CH2:31][C:30]1[CH:29]=[CH:28][C:27]([N:26]2[CH:19]([C:20]3[CH:21]=[CH:22][CH:23]=[CH:24][CH:25]=3)[CH:45]([CH2:44][CH2:43][CH:42]([OH:60])[C:39]3[CH:40]=[CH:41][CH:36]=[CH:37][CH:38]=3)[C:46]2=[O:47])=[CH:34][CH:33]=1. (5) Given the reactants OC(C(F)(F)F)=O.[NH:8]1[CH2:11][CH:10]([NH:12][C:13](=[O:30])[CH2:14][NH:15][C:16]2[C:24]3[C:19](=[CH:20][CH:21]=[C:22]([C:25]([F:28])([F:27])[F:26])[CH:23]=3)[N:18]([CH3:29])[N:17]=2)[CH2:9]1.[OH:31][CH2:32][CH:33]1[CH2:38][CH2:37][C:36](=O)[CH2:35][CH2:34]1, predict the reaction product. The product is: [OH:31][CH2:32][CH:33]1[CH2:38][CH2:37][CH:36]([N:8]2[CH2:9][CH:10]([NH:12][C:13](=[O:30])[CH2:14][NH:15][C:16]3[C:24]4[C:19](=[CH:20][CH:21]=[C:22]([C:25]([F:27])([F:26])[F:28])[CH:23]=4)[N:18]([CH3:29])[N:17]=3)[CH2:11]2)[CH2:35][CH2:34]1. (6) Given the reactants C[O:2][C:3](=[O:39])[C:4]1[CH:9]=[CH:8][C:7]([C:10]2[C:14]([C:15](=[O:26])[C:16]3[CH:21]=[CH:20][C:19]([C:22]([CH3:25])([CH3:24])[CH3:23])=[CH:18][CH:17]=3)=[C:13]([C:27]3[CH:32]=[CH:31][C:30]([CH:33]4[CH2:38][CH2:37][CH2:36][CH2:35][CH2:34]4)=[CH:29][CH:28]=3)[O:12][N:11]=2)=[CH:6][CH:5]=1, predict the reaction product. The product is: [C:22]([C:19]1[CH:20]=[CH:21][C:16]([C:15]([C:14]2[C:10]([C:7]3[CH:6]=[CH:5][C:4]([C:3]([OH:39])=[O:2])=[CH:9][CH:8]=3)=[N:11][O:12][C:13]=2[C:27]2[CH:32]=[CH:31][C:30]([CH:33]3[CH2:34][CH2:35][CH2:36][CH2:37][CH2:38]3)=[CH:29][CH:28]=2)=[O:26])=[CH:17][CH:18]=1)([CH3:25])([CH3:23])[CH3:24]. (7) Given the reactants C([SiH](CC)CC)C.[CH2:8]([C@H:15]1[CH2:19][O:18][C:17](=[O:20])[N:16]1[C:21](=[O:40])[C@@H:22]([O:32][C:33]1[CH:38]=[CH:37][C:36]([CH3:39])=[CH:35][CH:34]=1)[C@H:23](O)[C:24]1[CH:29]=[CH:28][C:27]([OH:30])=[CH:26][CH:25]=1)[C:9]1[CH:14]=[CH:13][CH:12]=[CH:11][CH:10]=1, predict the reaction product. The product is: [CH2:8]([C@H:15]1[CH2:19][O:18][C:17](=[O:20])[N:16]1[C:21](=[O:40])[C@@H:22]([O:32][C:33]1[CH:38]=[CH:37][C:36]([CH3:39])=[CH:35][CH:34]=1)[CH2:23][C:24]1[CH:29]=[CH:28][C:27]([OH:30])=[CH:26][CH:25]=1)[C:9]1[CH:14]=[CH:13][CH:12]=[CH:11][CH:10]=1.